Dataset: Full USPTO retrosynthesis dataset with 1.9M reactions from patents (1976-2016). Task: Predict the reactants needed to synthesize the given product. (1) Given the product [NH2:26][C:4]1[C:3]([C:1]#[N:2])=[N:8][C:7]([C:9]2[CH:14]=[CH:13][C:12](=[O:15])[N:11]([CH:16]([CH3:18])[CH3:17])[N:10]=2)=[C:6]([C:19]2[CH:24]=[CH:23][C:22]([F:25])=[CH:21][CH:20]=2)[N:5]=1, predict the reactants needed to synthesize it. The reactants are: [C:1]([C:3]1[C:4]([N:26]=CN(C)C)=[N:5][C:6]([C:19]2[CH:24]=[CH:23][C:22]([F:25])=[CH:21][CH:20]=2)=[C:7]([C:9]2[CH:14]=[CH:13][C:12](=[O:15])[N:11]([CH:16]([CH3:18])[CH3:17])[N:10]=2)[N:8]=1)#[N:2].O.C([O-])(O)=O.[Na+].CCOC(C)=O. (2) Given the product [CH2:35]([O:42][CH2:43][C:44]([NH:22][CH:21]([C:23]1[CH:28]=[CH:27][CH:26]=[C:25]([C:29]2[S:30][C:31]([CH3:34])=[CH:32][CH:33]=2)[CH:24]=1)[CH2:20][C:10]1[C:9]([O:8][CH2:1][C:2]2[CH:7]=[CH:6][CH:5]=[CH:4][CH:3]=2)=[C:18]2[C:13]([CH:14]=[CH:15][CH:16]=[N:17]2)=[C:12]([Cl:19])[CH:11]=1)=[O:45])[C:36]1[CH:41]=[CH:40][CH:39]=[CH:38][CH:37]=1.[CH2:35]([O:42][CH2:43][C:44]([NH:22][CH:21]([C:23]1[CH:28]=[CH:27][CH:26]=[C:25]([C:29]2[S:30][C:31]([CH3:34])=[CH:32][CH:33]=2)[CH:24]=1)[CH2:20][C:10]1[C:9]([OH:8])=[C:18]2[C:13]([CH:14]=[CH:15][CH:16]=[N:17]2)=[C:12]([Cl:19])[CH:11]=1)=[O:45])[C:36]1[CH:41]=[CH:40][CH:39]=[CH:38][CH:37]=1, predict the reactants needed to synthesize it. The reactants are: [CH2:1]([O:8][C:9]1[C:10]([CH2:20][CH:21]([C:23]2[CH:28]=[CH:27][CH:26]=[C:25]([C:29]3[S:30][C:31]([CH3:34])=[CH:32][CH:33]=3)[CH:24]=2)[NH2:22])=[CH:11][C:12]([Cl:19])=[C:13]2[C:18]=1[N:17]=[CH:16][CH:15]=[CH:14]2)[C:2]1[CH:7]=[CH:6][CH:5]=[CH:4][CH:3]=1.[CH2:35]([O:42][CH2:43][C:44](Cl)=[O:45])[C:36]1[CH:41]=[CH:40][CH:39]=[CH:38][CH:37]=1.C(N(CC)CC)C.[Si](I)(C)(C)C.